Dataset: Catalyst prediction with 721,799 reactions and 888 catalyst types from USPTO. Task: Predict which catalyst facilitates the given reaction. (1) Reactant: [CH3:1][C:2]1[CH:7]=[C:6]([NH:8][C:9]2[C:18]3[C:13](=[CH:14][CH:15]=[CH:16][C:17]=3[F:19])[N:12]=[CH:11][N:10]=2)[CH:5]=[CH:4][C:3]=1[OH:20].C(=O)([O-])[O-].[K+].[K+].Cl.[N:28]1[CH:33]=[CH:32][CH:31]=[CH:30][C:29]=1[CH2:34]Cl. Product: [F:19][C:17]1[CH:16]=[CH:15][CH:14]=[C:13]2[C:18]=1[C:9]([NH:8][C:6]1[CH:5]=[CH:4][C:3]([O:20][CH2:34][C:29]3[CH:30]=[CH:31][CH:32]=[CH:33][N:28]=3)=[C:2]([CH3:1])[CH:7]=1)=[N:10][CH:11]=[N:12]2. The catalyst class is: 3. (2) Reactant: [OH:1][C:2]1([CH2:19][OH:20])[C:6](=[O:7])[O:5][C@H:4]2[C:8]3[C@@:13]([CH3:16])([CH2:14][CH2:15][C:3]12[OH:18])[CH2:12][CH2:11][CH2:10][C:9]=3[CH3:17].[C:21](OC(=O)C)(=[O:23])[CH3:22].N1C=CC=CC=1. Product: [C:21]([O:20][CH2:19][C:2]1([OH:1])[C:6](=[O:7])[O:5][C@H:4]2[C:8]3[C@@:13]([CH3:16])([CH2:14][CH2:15][C:3]12[OH:18])[CH2:12][CH2:11][CH2:10][C:9]=3[CH3:17])(=[O:23])[CH3:22]. The catalyst class is: 112. (3) Reactant: [Si]([O:8][CH2:9][C@@H:10]1[CH:14]([C:15]2[CH:20]=[CH:19][CH:18]=[CH:17][CH:16]=2)[O:13][C:12](=[O:21])[N:11]1[CH2:22][CH2:23][CH:24]1[CH2:29][CH2:28][N:27]([C:30]([O:32][C:33]([CH3:36])([CH3:35])[CH3:34])=[O:31])[CH2:26][CH2:25]1)(C(C)(C)C)(C)C.[F-].C([N+](CCCC)(CCCC)CCCC)CCC. Product: [OH:8][CH2:9][C@@H:10]1[CH:14]([C:15]2[CH:16]=[CH:17][CH:18]=[CH:19][CH:20]=2)[O:13][C:12](=[O:21])[N:11]1[CH2:22][CH2:23][CH:24]1[CH2:29][CH2:28][N:27]([C:30]([O:32][C:33]([CH3:36])([CH3:35])[CH3:34])=[O:31])[CH2:26][CH2:25]1. The catalyst class is: 7. (4) Reactant: Cl[C:2]1[N:11]=[C:10]([NH:12][CH2:13][CH:14]([C:21]2[CH:26]=[CH:25][CH:24]=[CH:23][CH:22]=2)[C:15]2[CH:20]=[CH:19][CH:18]=[CH:17][CH:16]=2)[C:9]2[C:4](=[CH:5][CH:6]=[CH:7][CH:8]=2)[N:3]=1.[CH:27]1[C:36]2[C:31](=[CH:32][C:33](B(O)O)=[CH:34][CH:35]=2)[CH:30]=[CH:29][N:28]=1.N1C=CN2C=C(C3N=C(NCC(C4C=CC=CC=4)C4NC=CC=4)C4C(=CC=CC=4)N=3)C=CC=12. Product: [C:15]1([CH:14]([C:21]2[CH:26]=[CH:25][CH:24]=[CH:23][CH:22]=2)[CH2:13][NH:12][C:10]2[C:9]3[C:4](=[CH:5][CH:6]=[CH:7][CH:8]=3)[N:3]=[C:2]([C:33]3[CH:32]=[C:31]4[C:36](=[CH:35][CH:34]=3)[CH:27]=[N:28][CH:29]=[CH:30]4)[N:11]=2)[CH:20]=[CH:19][CH:18]=[CH:17][CH:16]=1. The catalyst class is: 91. (5) Reactant: C(OCC)(=O)C.C(N(CC)CC)C.[CH2:14]([O:21][C:22]([NH:24][C@@H:25]([CH2:34][C:35]1[CH:40]=[CH:39][CH:38]=[CH:37][CH:36]=1)[C@H:26]([OH:33])[CH2:27][NH:28][CH2:29][CH:30]([CH3:32])[CH3:31])=[O:23])[C:15]1[CH:20]=[CH:19][CH:18]=[CH:17][CH:16]=1.[N+:41]([C:44]1[CH:49]=[CH:48][C:47]([S:50](Cl)(=[O:52])=[O:51])=[CH:46][CH:45]=1)([O-:43])=[O:42]. Product: [CH2:14]([O:21][C:22]([NH:24][C@@H:25]([CH2:34][C:35]1[CH:36]=[CH:37][CH:38]=[CH:39][CH:40]=1)[C@H:26]([OH:33])[CH2:27][N:28]([CH2:29][CH:30]([CH3:32])[CH3:31])[S:50]([C:47]1[CH:46]=[CH:45][C:44]([N+:41]([O-:43])=[O:42])=[CH:49][CH:48]=1)(=[O:51])=[O:52])=[O:23])[C:15]1[CH:16]=[CH:17][CH:18]=[CH:19][CH:20]=1. The catalyst class is: 6. (6) Reactant: [CH3:1][N:2]([CH3:10])[C:3](=[O:9])[C@H:4]1[CH2:8][CH2:7][CH2:6][NH:5]1.[S:11](N)([NH2:14])(=[O:13])=[O:12]. Product: [NH2:14][S:11]([N:5]1[CH2:6][CH2:7][CH2:8][C@@H:4]1[C:3]([N:2]([CH3:10])[CH3:1])=[O:9])(=[O:13])=[O:12]. The catalyst class is: 12.